Dataset: Reaction yield outcomes from USPTO patents with 853,638 reactions. Task: Predict the reaction yield, written as a fraction of the theoretical maximum amount of product (1.0 means a 100% yield; for example, 0.34 means a 34% yield). (1) The reactants are [CH:1]1([CH2:4][O:5][NH:6][C:7]([C:9]2[C:27]([NH:28][C:29]3[CH:34]=[CH:33][C:32]([Br:35])=[CH:31][C:30]=3[CH3:36])=[C:26]([F:37])[C:12]3[N:13]=[CH:14][N:15]([CH2:16][CH2:17][CH2:18][CH2:19][N:20]4[CH2:25][CH2:24][S:23][CH2:22][CH2:21]4)[C:11]=3[CH:10]=2)=[O:8])[CH2:3][CH2:2]1.[OH2:38].CC(C)=O.C[OH:44].C[N+]1([O-])CCOCC1. The catalyst is S([O-])([O-])(=O)=S.[Na+].[Na+].C(OCC)(=O)C.[Os](=O)(=O)(=O)=O. The product is [CH:1]1([CH2:4][O:5][NH:6][C:7]([C:9]2[C:27]([NH:28][C:29]3[CH:34]=[CH:33][C:32]([Br:35])=[CH:31][C:30]=3[CH3:36])=[C:26]([F:37])[C:12]3[N:13]=[CH:14][N:15]([CH2:16][CH2:17][CH2:18][CH2:19][N:20]4[CH2:25][CH2:24][S:23](=[O:44])(=[O:38])[CH2:22][CH2:21]4)[C:11]=3[CH:10]=2)=[O:8])[CH2:3][CH2:2]1. The yield is 0.710. (2) The reactants are [N:1]1[C:10]2[C:5](=[CH:6][C:7]([CH2:11][NH2:12])=[CH:8][CH:9]=2)[CH:4]=[CH:3][CH:2]=1.Br[C:14]1[C:15]([NH2:21])=[N:16][CH:17]=[C:18]([Br:20])[N:19]=1.C(N(C(C)C)CC)(C)C. The catalyst is ClCCl.C(O)C. The product is [Br:20][C:18]1[N:19]=[C:14]([NH:12][CH2:11][C:7]2[CH:6]=[C:5]3[C:10](=[CH:9][CH:8]=2)[N:1]=[CH:2][CH:3]=[CH:4]3)[C:15]([NH2:21])=[N:16][CH:17]=1. The yield is 0.490.